From a dataset of Catalyst prediction with 721,799 reactions and 888 catalyst types from USPTO. Predict which catalyst facilitates the given reaction. (1) Reactant: [OH-].[Na+].[CH3:3][C:4]([S:7]([NH:10][C@H:11]1[CH2:16][CH2:15][C@H:14]([C:17]([O:19]C)=[O:18])[CH2:13][CH2:12]1)(=[O:9])=[O:8])([CH3:6])[CH3:5]. Product: [CH3:6][C:4]([S:7]([NH:10][C@H:11]1[CH2:16][CH2:15][C@H:14]([C:17]([OH:19])=[O:18])[CH2:13][CH2:12]1)(=[O:8])=[O:9])([CH3:3])[CH3:5]. The catalyst class is: 5. (2) Reactant: S(Cl)(Cl)=O.[F:5][C:6]1[CH:14]=[C:13]([N+:15]([O-:17])=[O:16])[CH:12]=[CH:11][C:7]=1[C:8](O)=[O:9].[CH3:18][NH2:19]. Product: [CH3:18][NH:19][C:8](=[O:9])[C:7]1[CH:11]=[CH:12][C:13]([N+:15]([O-:17])=[O:16])=[CH:14][C:6]=1[F:5]. The catalyst class is: 3. (3) Reactant: [N:1]1[CH:6]=[CH:5][CH:4]=[C:3]([CH:7]=[N:8][S:9]([CH2:12][CH2:13][Si:14]([CH3:17])([CH3:16])[CH3:15])(=[O:11])=[O:10])[CH:2]=1.CO/[CH:20]=[CH:21]/[C:22]([O:24][Si](C)(C)C)=[CH2:23]. Product: [CH3:15][Si:14]([CH3:17])([CH3:16])[CH2:13][CH2:12][S:9]([N:8]1[CH:20]=[CH:21][C:22](=[O:24])[CH2:23][CH:7]1[C:3]1[CH:2]=[N:1][CH:6]=[CH:5][CH:4]=1)(=[O:11])=[O:10]. The catalyst class is: 11. (4) Reactant: [C:1]([O-:4])(=[S:3])[CH3:2].[K+].Br[CH2:7][CH2:8][C:9]([F:12])([F:11])[F:10]. Product: [C:1]([O:4][CH2:7][CH2:8][C:9]([F:12])([F:11])[F:10])(=[S:3])[CH3:2]. The catalyst class is: 60. (5) Reactant: [CH2:1]([O:8][C:9]1[CH:10]=[C:11]2[C:15](=[CH:16][CH:17]=1)[NH:14][CH:13]=[CH:12]2)[C:2]1[CH:7]=[CH:6][CH:5]=[CH:4][CH:3]=1.[C:18]([O:22][C:23](O[C:23]([O:22][C:18]([CH3:21])([CH3:20])[CH3:19])=[O:24])=[O:24])([CH3:21])([CH3:20])[CH3:19]. Product: [C:2]1([CH2:1][O:8][C:9]2[CH:10]=[C:11]3[C:15](=[CH:16][CH:17]=2)[N:14]([C:23]([O:22][C:18]([CH3:21])([CH3:20])[CH3:19])=[O:24])[CH:13]=[CH:12]3)[CH:3]=[CH:4][CH:5]=[CH:6][CH:7]=1. The catalyst class is: 119. (6) Reactant: F[C:2]1[CH:9]=[C:8]([N:10]2[C:18]3[CH2:17][C:16]([CH3:20])([CH3:19])[CH2:15][C:14](=[O:21])[C:13]=3[C:12]([CH3:22])=[N:11]2)[CH:7]=[CH:6][C:3]=1[C:4]#[N:5].Cl.[NH2:24][C@H:25]1[CH2:29][CH2:28][O:27][CH2:26]1.CCN(C(C)C)C(C)C. Product: [O:27]1[CH2:28][CH2:29][C@H:25]([NH:24][C:2]2[CH:9]=[C:8]([N:10]3[C:18]4[CH2:17][C:16]([CH3:20])([CH3:19])[CH2:15][C:14](=[O:21])[C:13]=4[C:12]([CH3:22])=[N:11]3)[CH:7]=[CH:6][C:3]=2[C:4]#[N:5])[CH2:26]1. The catalyst class is: 197. (7) The catalyst class is: 9. Product: [Cl:8][C:6]1[N:7]=[C:2]([N:18]2[CH:22]=[CH:21][CH:20]=[N:19]2)[C:3](=[O:17])[N:4]([CH2:13][CH:14]([CH3:16])[CH3:15])[C:5]=1[CH:9]([CH3:12])[CH2:10][CH3:11]. Reactant: Cl[C:2]1[C:3](=[O:17])[N:4]([CH2:13][CH:14]([CH3:16])[CH3:15])[C:5]([CH:9]([CH3:12])[CH2:10][CH3:11])=[C:6]([Cl:8])[N:7]=1.[NH:18]1[CH:22]=[CH:21][CH:20]=[N:19]1.C(=O)([O-])[O-].[K+].[K+].